This data is from Reaction yield outcomes from USPTO patents with 853,638 reactions. The task is: Predict the reaction yield, written as a fraction of the theoretical maximum amount of product (1.0 means a 100% yield; for example, 0.34 means a 34% yield). The reactants are [C:1]12([C:11]3[CH:21]=[CH:20][C:14]([O:15][CH2:16][C:17](O)=[O:18])=[CH:13][CH:12]=3)[CH2:10][CH:5]3[CH2:6][CH:7]([CH2:9][CH:3]([CH2:4]3)[CH2:2]1)[CH2:8]2.[NH2:22][C:23]1[CH:24]=[C:25]([C:29]([C:31]2[CH:36]=[CH:35][CH:34]=[CH:33][CH:32]=2)=[O:30])[CH:26]=[CH:27][CH:28]=1.Cl.C(N=C=N)C.O.ON1C2C=CC=CC=2N=N1.C(N(CC)C(C)C)(C)C. The catalyst is CN(C=O)C. The product is [C:1]12([C:11]3[CH:21]=[CH:20][C:14]([O:15][CH2:16][C:17]([NH:22][C:23]4[CH:28]=[CH:27][CH:26]=[C:25]([C:29](=[O:30])[C:31]5[CH:36]=[CH:35][CH:34]=[CH:33][CH:32]=5)[CH:24]=4)=[O:18])=[CH:13][CH:12]=3)[CH2:2][CH:3]3[CH2:9][CH:7]([CH2:6][CH:5]([CH2:4]3)[CH2:10]1)[CH2:8]2. The yield is 0.743.